Task: Predict the product of the given reaction.. Dataset: Forward reaction prediction with 1.9M reactions from USPTO patents (1976-2016) (1) Given the reactants [C:1]([O-])([O-])=O.[Cs+].[Cs+].[Br:7][C:8]1[CH:9]=[C:10]([C:14]([C:16]2[C:24]3[C:23]([Cl:25])=[N:22][CH:21]=[N:20][C:19]=3[NH:18][CH:17]=2)=[O:15])[CH:11]=[N:12][CH:13]=1, predict the reaction product. The product is: [Br:7][C:8]1[CH:9]=[C:10]([C:14]([C:16]2[C:24]3[C:23]([Cl:25])=[N:22][CH:21]=[N:20][C:19]=3[N:18]([CH3:1])[CH:17]=2)=[O:15])[CH:11]=[N:12][CH:13]=1. (2) The product is: [Cl:1][C:2]1[C:11]2[C:6](=[CH:7][CH:8]=[CH:9][CH:10]=2)[CH:5]=[CH:4][C:3]=1[O:12][CH2:13][CH:14]([NH:16][CH2:23][C:21]1[O:22][C:18]([CH3:17])=[CH:19][CH:20]=1)[CH3:15]. Given the reactants [Cl:1][C:2]1[C:11]2[C:6](=[CH:7][CH:8]=[CH:9][CH:10]=2)[CH:5]=[CH:4][C:3]=1[O:12][CH2:13][CH:14]([NH2:16])[CH3:15].[CH3:17][C:18]1[O:22][C:21]([CH:23]=O)=[CH:20][CH:19]=1, predict the reaction product. (3) Given the reactants [Cl:1][C:2]1[CH:3]=[C:4]([N:20]2[C:25](=[O:26])[NH:24][C:23](=[O:27])[C:22]([C:28]#[N:29])=[N:21]2)[CH:5]=[C:6]([Cl:19])[C:7]=1[O:8][C:9]1[CH:14]=[C:13]([CH:15]([CH3:17])[CH3:16])[C:12](=[O:18])[NH:11][N:10]=1.[CH2:30]=[O:31], predict the reaction product. The product is: [Cl:1][C:2]1[CH:3]=[C:4]([N:20]2[C:25](=[O:26])[NH:24][C:23](=[O:27])[C:22]([C:28]#[N:29])=[N:21]2)[CH:5]=[C:6]([Cl:19])[C:7]=1[O:8][C:9]1[CH:14]=[C:13]([CH:15]([CH3:17])[CH3:16])[C:12](=[O:18])[N:11]([CH2:30][OH:31])[N:10]=1.